Binary Classification. Given a miRNA mature sequence and a target amino acid sequence, predict their likelihood of interaction. From a dataset of Experimentally validated miRNA-target interactions with 360,000+ pairs, plus equal number of negative samples. (1) The miRNA is hsa-miR-431-3p with sequence CAGGUCGUCUUGCAGGGCUUCU. The protein sequence of the target gene is MSRRFTVTSLPPAASAASADPESRRHSVADPRRLPREDVKGDGNPKESSPFINSTDTEKGREYDGRNMALFEEEMDTSPMVSSLLSGLANYTNLPQGSKEHEEAENNEGGKKKPVQAPRMGTFMGVYLPCLQNIFGVILFLRLTWVVGIAGIMESFCMVFICCSCTMLTAISMSAIATNGVVPAGGSYYMISRSLGPEFGGAVGLCFYLGTTFAGAMYILGTIEILLAYLFPAMAIFKAEDASGEAAAMLNNMRVYGTCVLTCMATVVFVGVKYVNKFALVFLGCVILSILAIYAGVIKS.... Result: 0 (no interaction). (2) Result: 0 (no interaction). The miRNA is hsa-miR-6892-3p with sequence UCCCUCUCCCACCCCUUGCAG. The protein sequence of the target gene is MSAGGDFGNPLRKFKLVFLGEQSVGKTSLITRFMYDSFDNTYQATIGIDFLSKTMYLEDRTVRLQLWDTAGQERFRSLIPSYIRDSTVAVVVYDITNLNSFQQTSKWIDDVRTERGSDVIIMLVGNKTDLADKRQITIEEGEQRAKELSVMFIETSAKTGYNVKQLFRRVASALPGMENVQEKSKEGMIDIKLDKPQEPPASEGGCSC. (3) The miRNA is hsa-miR-548ad-3p with sequence GAAAACGACAAUGACUUUUGCA. The protein sequence of the target gene is MESGPRVEPGPGAPAAVLARIPQEPRPSPEGDPSPPPPPTPMSALVPDTPPDTPPALKTATNPKQLPLEPGNPTGQISPQPAPPQEECPSSEAKSRGPTPTATGPREAKPSRRSSQPSPTTVPASDSPPAKQDVKKAGERHKLAKERREERAKYLAAKKAVWLEKEEKAKALREKQLQERRRRLEEQRLKAEQRRAALEERQRQKLEKNKERYEAAIQRSVKKTWAEIRQQRWSWAGALHHSSPGRKTSGSRCSVSAVNLPKHVDSIINKRLSKSSATLWNSPSRNRSLQLSAWESSIVD.... Result: 0 (no interaction). (4) The miRNA is hsa-miR-302c-3p with sequence UAAGUGCUUCCAUGUUUCAGUGG. The protein sequence of the target gene is MAAERGAGQQQSQEMMEVDRRVESEESGDEEGKKHSSGIVADLSEQSLKDGEERGEEDPEEEHELPVDMETINLDRDAEDVDLNHYRIGKIEGFEVLKKVKTLCLRQNLIKCIENLEELQSLRELDLYDNQIKKIENLEALTELEILDISFNLLRNIEGVDKLTRLKKLFLVNNKISKIENLSNLHQLQMLELGSNRIRAIENIDTLTNLESLFLGKNKITKLQNLDALTNLTVLSMQSNRLTKIEGLQNLVNLRELYLSHNGIEVIEGLENNNKLTMLDIASNRIKKIENISHLTELQE.... Result: 0 (no interaction). (5) The miRNA is hsa-miR-596 with sequence AAGCCUGCCCGGCUCCUCGGG. The protein sequence of the target gene is MEPEEGTPLWRLQKLPPEQGAGLLHKIIDGFCGRAYPAHQDYHSVWNSAEWKHVLEDVTTFFKAVVGKNFSEEETLQQLNQLNSCHQEAVLKCLKSRRNEIKQALLGEIVDISCAQLQDFDWQLKLALSSDKIATLQMPLLNLHLDVKEDDKVKPYTVEMSKEELQSLISSLEAANKVVLQLK. Result: 0 (no interaction). (6) The miRNA is hsa-miR-499b-3p with sequence AACAUCACUGCAAGUCUUAACA. The protein sequence of the target gene is MDTKRCFANRFDDYQGSLLAGQCEEAVAPLVTATIERILQELPPLGGGAEARGATAGASACQGGLYGGVAGVAYMLYHVSQSPLFATARERYLRSAKRLIDACARAEEWGEPDADTRAAFLLGGAGVYAVATLVYHALGRSDYVQPLGKFRALCAVCAPVSFLECGSDELFVGRAGYLCAALVLKQKLAQEVLTPAQIKSICQAILDSGKQYAIKKRKPFPLMYSYYGTEYLGAAHGLSSILQMLLSYHEHLKPSDRELVWQSVDFLMEQEQNCNWPPELGETIERENELVHWCHGAPGI.... Result: 0 (no interaction). (7) The miRNA is hsa-miR-122-5p with sequence UGGAGUGUGACAAUGGUGUUUG. The protein sequence of the target gene is MERYAAALEEVADGARQQERHYQLLSALQSLVKELPSSFQQRLSYTTLSDLALALLDGTVFEIVQGLLEIQHLTEKSLYNQRLRLQNEHRVLRQALRQKHQEAQQACRPHNLPVVQAAQQRELEAVEHRIREEQRAMDQKIILELDRKVADQQSTLEKAGVAGFYVTTNPQELMLQMNLLELIRKLQQRGCRAGNAALGLGGPWQSPAAQCDQKGSPVPP. Result: 0 (no interaction). (8) The miRNA is mmu-miR-124-3p with sequence UAAGGCACGCGGUGAAUGCC. The protein sequence of the target gene is MEAQELGSPTPTYHLLPKANQHTVKEDAGSPSQGSPETMQLKKEISLLNGVSLVVGNMIGSGIFVSPKGVLKYTASYGLSLIVWAIGGLFSVVGALCYAELGTTITKSGASYAYILEAFGGFIAFIRLWVSLLIVEPTSQAIIAITFANYIIKPSFPTCDPPYVACRLLAAACVCLLTFVNCAYVKWGTRVQDTFTYAKVLALIAIIIMGLVKLCQGHTEHFQDAFKGSSWNVGDLSLALYSALFSYSGWDTLNFVTEEIKNPERNLPLAIGISMPIVTLIYILTNVAYYTVLNIQDVHK.... Result: 1 (interaction). (9) The miRNA is hsa-miR-522-3p with sequence AAAAUGGUUCCCUUUAGAGUGU. The protein sequence of the target gene is MTLESIMACCLSEEAKEARRINDEIERQLRRDKRDARRELKLLLLGTGESGKSTFIKQMRIIHGSGYSDEDKRGFTKLVYQNIFTAMQAMIRAMDTLKIPYKYEHNKAHAQLVREVDVEKVSAFENPYVDAIKSLWNDPGIQECYDRRREYQLSDSTKYYLNDLDRVADPSYLPTQQDVLRVRVPTTGIIEYPFDLQSVIFRMVDVGGQRSERRKWIHCFENVTSIMFLVALSEYDQVLVESDNENRMEESKALFRTIITYPWFQNSSVILFLNKKDLLEEKIMYSHLVDYFPEYDGPQR.... Result: 0 (no interaction).